Dataset: Catalyst prediction with 721,799 reactions and 888 catalyst types from USPTO. Task: Predict which catalyst facilitates the given reaction. Reactant: [Cl:1][C:2]1[C:3]([C:32]2[C:40]3[C:35](=[CH:36][CH:37]=[CH:38][CH:39]=3)[NH:34][N:33]=2)=[N:4][C:5]([NH:8][C@@H:9]2[CH2:14][CH2:13][CH2:12][C@H:11]([NH:15][C:16]([C:18]3[CH:23]=[CH:22][C:21]([NH:24]C(=O)OC(C)(C)C)=[CH:20][CH:19]=3)=[O:17])[CH2:10]2)=[N:6][CH:7]=1. Product: [NH2:24][C:21]1[CH:20]=[CH:19][C:18]([C:16]([NH:15][C@H:11]2[CH2:12][CH2:13][CH2:14][C@@H:9]([NH:8][C:5]3[N:4]=[C:3]([C:32]4[C:40]5[C:35](=[CH:36][CH:37]=[CH:38][CH:39]=5)[NH:34][N:33]=4)[C:2]([Cl:1])=[CH:7][N:6]=3)[CH2:10]2)=[O:17])=[CH:23][CH:22]=1. The catalyst class is: 209.